From a dataset of Reaction yield outcomes from USPTO patents with 853,638 reactions. Predict the reaction yield, written as a fraction of the theoretical maximum amount of product (1.0 means a 100% yield; for example, 0.34 means a 34% yield). (1) The reactants are [C:1]([O:5][C:6](=[O:28])[NH:7][CH:8]1[CH:12]([C:13]2[CH:18]=[CH:17][C:16]([Cl:19])=[C:15]([Cl:20])[CH:14]=2)[CH2:11][N:10](CC2C=CC=CC=2)[CH2:9]1)([CH3:4])([CH3:3])[CH3:2].C(NC(C)C)(C)C.C(OC(Cl)C)=O. The catalyst is C1(C)C=CC=CC=1. The product is [C:1]([O:5][C:6](=[O:28])[NH:7][CH:8]1[CH:12]([C:13]2[CH:18]=[CH:17][C:16]([Cl:19])=[C:15]([Cl:20])[CH:14]=2)[CH2:11][NH:10][CH2:9]1)([CH3:4])([CH3:2])[CH3:3]. The yield is 0.670. (2) The reactants are [CH2:1]([O:3][C:4]1([C:7]2[CH:12]=[CH:11][C:10]([C:13]#[C:14][C:15]3[CH:25]=[CH:24][C:18]([C:19]([O:21]CC)=[O:20])=[CH:17][CH:16]=3)=[CH:9][C:8]=2[C:26]([CH3:29])([CH3:28])[CH3:27])[CH2:6][CH2:5]1)[CH3:2].[OH-].[Na+]. The catalyst is C(O)C.O1CCCC1. The product is [CH2:1]([O:3][C:4]1([C:7]2[CH:12]=[CH:11][C:10]([C:13]#[C:14][C:15]3[CH:16]=[CH:17][C:18]([C:19]([OH:21])=[O:20])=[CH:24][CH:25]=3)=[CH:9][C:8]=2[C:26]([CH3:27])([CH3:29])[CH3:28])[CH2:6][CH2:5]1)[CH3:2]. The yield is 0.620.